Dataset: Full USPTO retrosynthesis dataset with 1.9M reactions from patents (1976-2016). Task: Predict the reactants needed to synthesize the given product. (1) Given the product [NH2:1][C:2]1[NH:7][C:6](=[O:8])[C:5]([N+:9]([O-:11])=[O:10])=[C:4]([C:14]2[O:13][CH:17]=[CH:16][CH:15]=2)[N:3]=1, predict the reactants needed to synthesize it. The reactants are: [NH2:1][C:2]1[NH:7][C:6](=[O:8])[C:5]([N+:9]([O-:11])=[O:10])=[C:4](Cl)[N:3]=1.[O:13]1[CH:17]=[CH:16][CH:15]=[C:14]1B(O)O.C(=O)([O-])[O-].[Na+].[Na+]. (2) Given the product [CH:1]1[C:13]2[C:12](=[N:15][NH2:16])[C:11]3[C:6](=[CH:7][CH:8]=[CH:9][CH:10]=3)[C:5]=2[CH:4]=[CH:3][CH:2]=1, predict the reactants needed to synthesize it. The reactants are: [CH:1]1[C:13]2[C:12](=O)[C:11]3[C:6](=[CH:7][CH:8]=[CH:9][CH:10]=3)[C:5]=2[CH:4]=[CH:3][CH:2]=1.[NH2:15][NH2:16]. (3) The reactants are: [Cl:1][C:2]1[C:10]([CH3:11])=[CH:9][CH:8]=[C:7]2[C:3]=1[CH:4](SC)[C:5](=[O:12])[NH:6]2.ClN1C(=[O:21])CCC1=O.C1COCC1.O. Given the product [Cl:1][C:2]1[C:10]([CH3:11])=[CH:9][CH:8]=[C:7]2[C:3]=1[C:4](=[O:21])[C:5](=[O:12])[NH:6]2, predict the reactants needed to synthesize it. (4) The reactants are: [C:1]([O:5][C:6]([N:8]([C:16]1[C:21]([C:22]#[C:23][Si](C)(C)C)=[N:20][C:19]([N:28]2[CH2:33][CH2:32][N:31]([S:34]([CH2:37][CH3:38])(=[O:36])=[O:35])[CH2:30][CH2:29]2)=[CH:18][N:17]=1)[C:9](=[O:15])[O:10][C:11]([CH3:14])([CH3:13])[CH3:12])=[O:7])([CH3:4])([CH3:3])[CH3:2].C([O-])([O-])=O.[K+].[K+]. Given the product [C:11]([O:10][C:9]([N:8]([C:16]1[C:21]([C:22]#[CH:23])=[N:20][C:19]([N:28]2[CH2:33][CH2:32][N:31]([S:34]([CH2:37][CH3:38])(=[O:35])=[O:36])[CH2:30][CH2:29]2)=[CH:18][N:17]=1)[C:6](=[O:7])[O:5][C:1]([CH3:3])([CH3:2])[CH3:4])=[O:15])([CH3:12])([CH3:13])[CH3:14], predict the reactants needed to synthesize it. (5) Given the product [N:19]1[CH:24]=[CH:23][C:22]([CH2:25][N:11]2[C:6]3[C:7](=[N:8][C:3]([C:2]([F:1])([F:17])[F:18])=[CH:4][CH:5]=3)[CH:9]=[C:10]2[C:12]([O:14][CH2:15][CH3:16])=[O:13])=[CH:21][CH:20]=1, predict the reactants needed to synthesize it. The reactants are: [F:1][C:2]([F:18])([F:17])[C:3]1[N:8]=[C:7]2[CH:9]=[C:10]([C:12]([O:14][CH2:15][CH3:16])=[O:13])[NH:11][C:6]2=[CH:5][CH:4]=1.[N:19]1[CH:24]=[CH:23][C:22]([CH2:25]O)=[CH:21][CH:20]=1.